This data is from Forward reaction prediction with 1.9M reactions from USPTO patents (1976-2016). The task is: Predict the product of the given reaction. (1) Given the reactants [OH:1][C:2]1[CH:7]=[CH:6][C:5]([CH2:8][CH2:9][C:10]([OH:12])=O)=[CH:4][CH:3]=1.[CH3:13][O:14][C:15]1[CH:16]=[C:17]([CH2:23][CH2:24][NH:25][CH3:26])[CH:18]=[CH:19][C:20]=1[O:21][CH3:22].CN(C(ON1N=NC2C=CC=CC1=2)=[N+](C)C)C.[B-](F)(F)(F)F.CCN(C(C)C)C(C)C.C(=O)([O-])O.[Na+], predict the reaction product. The product is: [CH3:13][O:14][C:15]1[CH:16]=[C:17]([CH2:23][CH2:24][N:25]([CH3:26])[C:10](=[O:12])[CH2:9][CH2:8][C:5]2[CH:4]=[CH:3][C:2]([OH:1])=[CH:7][CH:6]=2)[CH:18]=[CH:19][C:20]=1[O:21][CH3:22]. (2) Given the reactants C(O)(=O)CC(CC(O)=O)(C(O)=O)O.C(O[N:19]1[CH2:24][CH2:23][CH:22]([O:25][C:26]2[CH:50]=[C:49]([N:51]3[CH2:56][CH2:55][CH:54]([OH:57])[CH2:53][CH2:52]3)[CH:48]=[CH:47][C:27]=2[C:28]([NH:30][C:31]2[CH:46]=[CH:45][CH:44]=[CH:43][C:32]=2[C:33]([NH:35][C:36]2[CH:41]=[CH:40][C:39]([Cl:42])=[CH:38][N:37]=2)=[O:34])=[O:29])[CH2:21][C:20]1=C=O)(C)(C)C.FC1C=CC(C(NC2C=CC=CC=2C(NC2C=CC(Cl)=CN=2)=O)=O)=C(OC2CCN([C:93]([O:95][C:96]([CH3:99])([CH3:98])[CH3:97])=[O:94])CC2)C=1.OC1CCNCC1, predict the reaction product. The product is: [C:96]([O:95][C:93]([N:19]1[CH2:20][CH2:21][CH:22]([O:25][C:26]2[CH:50]=[C:49]([N:51]3[CH2:52][CH2:53][CH:54]([OH:57])[CH2:55][CH2:56]3)[CH:48]=[CH:47][C:27]=2[C:28]([NH:30][C:31]2[CH:46]=[CH:45][CH:44]=[CH:43][C:32]=2[C:33]([NH:35][C:36]2[CH:41]=[CH:40][C:39]([Cl:42])=[CH:38][N:37]=2)=[O:34])=[O:29])[CH2:23][CH2:24]1)=[O:94])([CH3:99])([CH3:98])[CH3:97].